Dataset: Forward reaction prediction with 1.9M reactions from USPTO patents (1976-2016). Task: Predict the product of the given reaction. (1) Given the reactants [CH:1]([N:4]1[C:8]([C:9]2[S:10][C:11]3[CH2:12][CH2:13][O:14][C:15]4[CH:22]=[C:21]([CH:23]=O)[CH:20]=[CH:19][C:16]=4[C:17]=3[N:18]=2)=[N:7][CH:6]=[N:5]1)([CH3:3])[CH3:2].[CH2:25]([CH2:27][NH2:28])[OH:26], predict the reaction product. The product is: [CH:1]([N:4]1[C:8]([C:9]2[S:10][C:11]3[CH2:12][CH2:13][O:14][C:15]4[CH:22]=[C:21]([CH2:23][NH:28][CH2:27][CH2:25][OH:26])[CH:20]=[CH:19][C:16]=4[C:17]=3[N:18]=2)=[N:7][CH:6]=[N:5]1)([CH3:2])[CH3:3]. (2) Given the reactants [CH3:1][O:2][C:3](=[O:27])[C:4]1[C:9]([O:10]C(=O)C)=[C:8]([O:14][CH2:15][C:16]2[CH:21]=[CH:20][CH:19]=[CH:18][CH:17]=2)[C:7]([CH2:22][O:23]C(=O)C)=[N:6][CH:5]=1.[Cl-].[NH4+], predict the reaction product. The product is: [CH3:1][O:2][C:3](=[O:27])[C:4]1[C:9]([OH:10])=[C:8]([O:14][CH2:15][C:16]2[CH:17]=[CH:18][CH:19]=[CH:20][CH:21]=2)[C:7]([CH2:22][OH:23])=[N:6][CH:5]=1. (3) Given the reactants [Cl:1][C:2]1[C:10]2[C:5](=[CH:6][C:7]([C:11]([NH:13][C@H:14]([C:24]3[CH:29]=[CH:28][CH:27]=[CH:26][CH:25]=3)[CH2:15][O:16][CH2:17][CH:18]3[CH2:23][CH2:22][NH:21][CH2:20][CH2:19]3)=[O:12])=[CH:8][CH:9]=2)[NH:4][CH:3]=1.[CH3:30][C:31]([CH3:33])=O, predict the reaction product. The product is: [Cl:1][C:2]1[C:10]2[C:5](=[CH:6][C:7]([C:11]([NH:13][C@H:14]([C:24]3[CH:29]=[CH:28][CH:27]=[CH:26][CH:25]=3)[CH2:15][O:16][CH2:17][CH:18]3[CH2:19][CH2:20][N:21]([CH:31]([CH3:33])[CH3:30])[CH2:22][CH2:23]3)=[O:12])=[CH:8][CH:9]=2)[NH:4][CH:3]=1. (4) The product is: [CH2:15]([N:5]1[C:4]2[CH:3]=[C:2]([B:20]3[O:21][C:22]([CH3:24])([CH3:23])[C:18]([CH3:34])([CH3:17])[O:19]3)[CH:14]=[CH:13][C:12]=2[C:11]2[C:6]1=[CH:7][CH:8]=[CH:9][CH:10]=2)[CH3:16]. Given the reactants Br[C:2]1[CH:14]=[CH:13][C:12]2[C:11]3[C:6](=[CH:7][CH:8]=[CH:9][CH:10]=3)[N:5]([CH2:15][CH3:16])[C:4]=2[CH:3]=1.[CH3:17][C:18]1([CH3:34])[C:22]([CH3:24])([CH3:23])[O:21][B:20]([B:20]2[O:21][C:22]([CH3:24])([CH3:23])[C:18]([CH3:34])([CH3:17])[O:19]2)[O:19]1.C([O-])(=O)C.[K+], predict the reaction product. (5) Given the reactants Br[C:2]1[CH:3]=[C:4]2[C:9](=[C:10]([O:12]COCC[Si](C)(C)C)[CH:11]=1)[N:8]=[CH:7][N:6](COCC[Si](C)(C)C)[C:5]2=[O:29].[Br-].[C:31]1([CH2:37]CC[Zn+])[CH:36]=CC=C[CH:32]=1.[Br-].C([Zn+])C1C=CC=CC=1, predict the reaction product. The product is: [OH:12][C:10]1[CH:11]=[C:2]([CH2:32][CH:31]([CH3:37])[CH3:36])[CH:3]=[C:4]2[C:9]=1[N:8]=[CH:7][NH:6][C:5]2=[O:29].